This data is from Forward reaction prediction with 1.9M reactions from USPTO patents (1976-2016). The task is: Predict the product of the given reaction. Given the reactants CC(C)([O-])C.[K+].[F:7]/[C:8](/[C:23]1[CH:27]=[C:26]([CH3:28])[NH:25][N:24]=1)=[CH:9]\[C:10]1[CH:15]=[CH:14][C:13]([C:16]([CH3:22])([CH3:21])[C:17]([F:20])([F:19])[F:18])=[CH:12][CH:11]=1.[Cl:29][C:30]1[CH:35]=[CH:34][C:33]([CH2:36]Cl)=[CH:32][N:31]=1.O, predict the reaction product. The product is: [Cl:29][C:30]1[CH:35]=[CH:34][C:33]([CH2:36][N:25]2[C:26]([CH3:28])=[CH:27][C:23](/[C:8](/[F:7])=[CH:9]/[C:10]3[CH:15]=[CH:14][C:13]([C:16]([CH3:22])([CH3:21])[C:17]([F:20])([F:19])[F:18])=[CH:12][CH:11]=3)=[N:24]2)=[CH:32][N:31]=1.